Dataset: Forward reaction prediction with 1.9M reactions from USPTO patents (1976-2016). Task: Predict the product of the given reaction. (1) Given the reactants [NH2:1][C:2]1[CH:11]=[CH:10][C:9]([I:12])=[CH:8][C:3]=1[C:4]([O:6][CH3:7])=[O:5].C(Cl)Cl.CCN(C(C)C)C(C)C.Cl[C:26](=[O:34])[CH2:27][CH2:28][C:29]([O:31][CH2:32][CH3:33])=[O:30], predict the reaction product. The product is: [CH3:7][O:6][C:4](=[O:5])[C:3]1[CH:8]=[C:9]([I:12])[CH:10]=[CH:11][C:2]=1[NH:1][C:26](=[O:34])[CH2:27][CH2:28][C:29]([O:31][CH2:32][CH3:33])=[O:30]. (2) Given the reactants [NH2:1][C:2]1[CH:7]=[C:6]([Cl:8])[N:5]=[C:4]([Cl:9])[CH:3]=1.S(=O)(=O)(O)O.[N+:15]([O-])([OH:17])=[O:16], predict the reaction product. The product is: [Cl:9][C:4]1[CH:3]=[C:2]([NH:1][N+:15]([O-:17])=[O:16])[CH:7]=[C:6]([Cl:8])[N:5]=1. (3) Given the reactants FC(F)(F)C(O)=O.[CH2:8]([O:10][C:11]([C:13]1[CH:17]=[N:16][N:15](C2CCN(C(OC(C)(C)C)=O)CC2)[N:14]=1)=[O:12])[CH3:9].C(OC(C1N([CH:41]2[CH2:46][CH2:45][N:44](C(OC(C)(C)C)=O)[CH2:43][CH2:42]2)N=NC=1)=O)C, predict the reaction product. The product is: [N:44]1([C:13]2([C:11]([O:10][CH2:8][CH3:9])=[O:12])[CH:17]=[N:16][NH:15][NH:14]2)[CH2:45][CH2:46][CH2:41][CH2:42][CH2:43]1. (4) Given the reactants [F:1][C:2]1[CH:38]=[CH:37][C:5]([CH2:6][N:7]2[C:17]3[C:12](=[CH:13][C:14]([S:18]([N:21]4[CH2:25][CH2:24][CH2:23][C@H:22]4[CH2:26][O:27][CH2:28][C:29]4[N:30]=[N:31][N:32]([CH2:34]CF)[CH:33]=4)(=[O:20])=[O:19])=[CH:15][CH:16]=3)[C:10](=[O:11])[C:8]2=[O:9])=[CH:4][CH:3]=1.[F:39][CH2:40][CH2:41][CH2:42]CN=[N+]=[N-], predict the reaction product. The product is: [F:1][C:2]1[CH:38]=[CH:37][C:5]([CH2:6][N:7]2[C:17]3[C:12](=[CH:13][C:14]([S:18]([N:21]4[CH2:25][CH2:24][CH2:23][C@H:22]4[CH2:26][O:27][CH2:28][C:29]4[N:30]=[N:31][N:32]([CH2:34][CH2:42][CH2:41][CH2:40][F:39])[CH:33]=4)(=[O:20])=[O:19])=[CH:15][CH:16]=3)[C:10](=[O:11])[C:8]2=[O:9])=[CH:4][CH:3]=1. (5) Given the reactants [CH:1]([N-]C(C)C)([CH3:3])[CH3:2].[Li+].O1[CH2:13][CH:12]=[CH:11][C:10]1=[O:14].[C:15]([O:19][C:20](=[O:47])[NH:21][CH:22](S(C1C=CC=CC=1)(=O)=O)[CH2:23][C:24]1[CH:29]=[CH:28][C:27](OCC2C=CC=CC=2)=[CH:26][CH:25]=1)([CH3:18])([CH3:17])[CH3:16].[C:48](=[O:51])([OH:50])[O-].[CH2:52]1[CH2:56]OC[CH2:53]1, predict the reaction product. The product is: [C:15]([O:19][C:20](=[O:47])[NH:21][C@H:22]([C@@H:56]1[CH:52]=[CH:53][C:48](=[O:51])[O:50]1)[CH2:23][C:24]1[CH:25]=[CH:26][CH:27]=[C:28]([O:14][CH2:10][C:11]2[CH:12]=[CH:13][CH:3]=[CH:1][CH:2]=2)[CH:29]=1)([CH3:16])([CH3:17])[CH3:18].